From a dataset of Forward reaction prediction with 1.9M reactions from USPTO patents (1976-2016). Predict the product of the given reaction. (1) The product is: [CH3:20][CH2:19][O:18][C:16]([C:7]1[CH:6]=[C:5]([C:3]([OH:4])=[O:2])[CH:10]=[C:9]([NH:11][C@H:12]([CH2:14][CH3:15])[CH3:13])[N:8]=1)=[O:17]. Given the reactants C[O:2][C:3]([C:5]1[CH:10]=[C:9]([NH:11][C@H:12]([CH2:14][CH3:15])[CH3:13])[N:8]=[C:7]([C:16]([O:18][CH2:19][CH3:20])=[O:17])[CH:6]=1)=[O:4].Cl, predict the reaction product. (2) The product is: [NH2:1][C:2]1[S:6][C:5]([C:7]2[CH:12]=[CH:11][CH:10]=[CH:9][CH:8]=2)=[N:4][C:3]=1[C:13]([OH:15])=[O:14]. Given the reactants [NH2:1][C:2]1[S:6][C:5]([C:7]2[CH:12]=[CH:11][CH:10]=[CH:9][CH:8]=2)=[N:4][C:3]=1[C:13]([O:15]CC)=[O:14].C(OC(C)C)(C)C, predict the reaction product. (3) Given the reactants S(Cl)(Cl)=O.[Cl:5][C:6]1[CH:11]=[CH:10][CH:9]=[CH:8][C:7]=1[CH2:12][C:13]([OH:15])=[O:14].S(Cl)([Cl:19])(=O)=O.[O:21]=[C:22]([N:26]1[CH2:30][CH2:29][CH2:28][CH2:27]1)[C@H:23](O)[CH3:24].C(N(CC)CC)C, predict the reaction product. The product is: [Cl:19][CH:12]([C:7]1[CH:8]=[CH:9][CH:10]=[CH:11][C:6]=1[Cl:5])[C:13]([O:15][C@H:23]([CH3:24])[C:22](=[O:21])[N:26]1[CH2:30][CH2:29][CH2:28][CH2:27]1)=[O:14]. (4) Given the reactants [CH2:1](N1C[CH2:12][CH:11]([OH:14])CC1)[C:2]1[CH:7]=C[CH:5]=[CH:4][CH:3]=1.[Cl:15]C1C=C[C:19]([CH:20]([OH:28])C2C=CC(Cl)=CC=2)=CC=1.[CH2:31]([N:38]1[CH2:43][CH2:42][CH:41]([O:44][CH:45]([C:53]2[CH:58]=[CH:57][C:56]([Cl:59])=[CH:55][CH:54]=2)[C:46]2[CH:51]=[CH:50][CH:49]=[CH:48][C:47]=2Cl)[CH2:40][CH2:39]1)[C:32]1[CH:37]=[CH:36][CH:35]=[CH:34][CH:33]=1, predict the reaction product. The product is: [C:20]([O:14][CH2:11][CH3:12])(=[O:28])[CH3:19].[CH3:5][CH2:4][CH2:3][CH:2]([CH3:7])[CH3:1].[CH2:31]([N:38]1[CH2:39][CH2:40][CH:41]([O:44][CH:45]([C:53]2[CH:54]=[CH:55][C:56]([Cl:59])=[CH:57][CH:58]=2)[C:46]2[CH:47]=[CH:48][C:49]([Cl:15])=[CH:50][CH:51]=2)[CH2:42][CH2:43]1)[C:32]1[CH:37]=[CH:36][CH:35]=[CH:34][CH:33]=1. (5) Given the reactants [NH2:1][CH2:2][CH2:3][CH2:4][CH2:5][CH2:6][CH2:7][CH2:8][CH2:9][CH2:10][CH2:11][C:12](O)=O.C(N(CC)CC)C.C1C(SSC2C=CC([N+]([O-])=O)=C(C(O)=O)C=2)=CC(C(O)=O)=C([N+]([O-])=O)C=1.CN(C=O)C, predict the reaction product. The product is: [NH2:1][CH2:2][CH2:3][CH2:4][CH2:5][CH2:6][CH2:7][CH2:8][CH2:9][CH2:10][CH2:11][CH3:12].